This data is from NCI-60 drug combinations with 297,098 pairs across 59 cell lines. The task is: Regression. Given two drug SMILES strings and cell line genomic features, predict the synergy score measuring deviation from expected non-interaction effect. (1) Drug 1: CC12CCC3C(C1CCC2=O)CC(=C)C4=CC(=O)C=CC34C. Drug 2: CC1=C(C(=CC=C1)Cl)NC(=O)C2=CN=C(S2)NC3=CC(=NC(=N3)C)N4CCN(CC4)CCO. Cell line: U251. Synergy scores: CSS=26.6, Synergy_ZIP=-2.74, Synergy_Bliss=-5.28, Synergy_Loewe=-3.13, Synergy_HSA=-3.61. (2) Drug 1: CCN(CC)CCNC(=O)C1=C(NC(=C1C)C=C2C3=C(C=CC(=C3)F)NC2=O)C. Drug 2: C1=NC2=C(N1)C(=S)N=CN2. Cell line: HOP-92. Synergy scores: CSS=47.4, Synergy_ZIP=-0.995, Synergy_Bliss=-3.43, Synergy_Loewe=-4.25, Synergy_HSA=2.93. (3) Drug 1: CCC(=C(C1=CC=CC=C1)C2=CC=C(C=C2)OCCN(C)C)C3=CC=CC=C3.C(C(=O)O)C(CC(=O)O)(C(=O)O)O. Drug 2: CCCCC(=O)OCC(=O)C1(CC(C2=C(C1)C(=C3C(=C2O)C(=O)C4=C(C3=O)C=CC=C4OC)O)OC5CC(C(C(O5)C)O)NC(=O)C(F)(F)F)O. Cell line: TK-10. Synergy scores: CSS=34.2, Synergy_ZIP=-3.01, Synergy_Bliss=-3.36, Synergy_Loewe=-19.8, Synergy_HSA=-3.18. (4) Drug 1: C1CN1C2=NC(=NC(=N2)N3CC3)N4CC4. Drug 2: CC1C(C(CC(O1)OC2CC(CC3=C2C(=C4C(=C3O)C(=O)C5=C(C4=O)C(=CC=C5)OC)O)(C(=O)C)O)N)O.Cl. Cell line: UACC-257. Synergy scores: CSS=16.6, Synergy_ZIP=-2.01, Synergy_Bliss=4.08, Synergy_Loewe=-6.07, Synergy_HSA=2.20. (5) Drug 1: C1CCN(CC1)CCOC2=CC=C(C=C2)C(=O)C3=C(SC4=C3C=CC(=C4)O)C5=CC=C(C=C5)O. Drug 2: CN1C2=C(C=C(C=C2)N(CCCl)CCCl)N=C1CCCC(=O)O.Cl. Cell line: NCI-H522. Synergy scores: CSS=7.70, Synergy_ZIP=-1.14, Synergy_Bliss=-1.26, Synergy_Loewe=-4.78, Synergy_HSA=-5.13. (6) Drug 1: CCC1=CC2CC(C3=C(CN(C2)C1)C4=CC=CC=C4N3)(C5=C(C=C6C(=C5)C78CCN9C7C(C=CC9)(C(C(C8N6C)(C(=O)OC)O)OC(=O)C)CC)OC)C(=O)OC.C(C(C(=O)O)O)(C(=O)O)O. Drug 2: C1=NC2=C(N1)C(=S)N=C(N2)N. Cell line: SK-MEL-2. Synergy scores: CSS=55.7, Synergy_ZIP=-4.45, Synergy_Bliss=0.0939, Synergy_Loewe=-20.9, Synergy_HSA=0.450. (7) Drug 1: C1=C(C(=O)NC(=O)N1)F. Drug 2: C1CCC(C(C1)N)N.C(=O)(C(=O)[O-])[O-].[Pt+4]. Cell line: COLO 205. Synergy scores: CSS=63.6, Synergy_ZIP=-6.75, Synergy_Bliss=-8.50, Synergy_Loewe=-4.21, Synergy_HSA=-2.74.